Dataset: Full USPTO retrosynthesis dataset with 1.9M reactions from patents (1976-2016). Task: Predict the reactants needed to synthesize the given product. Given the product [Cl:45][C:44]1[CH:27]=[CH:32][CH:31]=[C:30]2[C:29]=1[CH2:28][O:35][CH2:36]2, predict the reactants needed to synthesize it. The reactants are: O1CCOCC1.O.C(=O)([O-])[O-].[Cs+].[Cs+].C1(P(C2CCCCC2)C2C=CC=CC=2[C:27]2[C:32](OC)=[CH:31][CH:30]=[CH:29][C:28]=2[O:35][CH3:36])CCCCC1.Cl[CH2:44][Cl:45].